From a dataset of Forward reaction prediction with 1.9M reactions from USPTO patents (1976-2016). Predict the product of the given reaction. Given the reactants Br[C:2]1[CH:3]=[C:4]2[C:9](=[CH:10][CH:11]=1)[N:8]=[CH:7][C:6]([C:12]([CH:14]1[CH2:16][CH2:15]1)=[O:13])=[C:5]2[NH:17][C:18]1[CH:19]=[CH:20][C:21]([NH:24][CH:25]2[CH2:30][CH2:29][CH2:28][N:27](C(OC(C)(C)C)=O)[CH2:26]2)=[N:22][CH:23]=1.[Cl:38][C:39]1[CH:44]=[C:43](B2OC(C)(C)C(C)(C)O2)[CH:42]=[C:41]([Cl:54])[C:40]=1[OH:55], predict the reaction product. The product is: [CH:14]1([C:12]([C:6]2[CH:7]=[N:8][C:9]3[C:4]([C:5]=2[NH:17][C:18]2[CH:23]=[N:22][C:21]([NH:24][CH:25]4[CH2:30][CH2:29][CH2:28][NH:27][CH2:26]4)=[CH:20][CH:19]=2)=[CH:3][C:2]([C:43]2[CH:44]=[C:39]([Cl:38])[C:40]([OH:55])=[C:41]([Cl:54])[CH:42]=2)=[CH:11][CH:10]=3)=[O:13])[CH2:16][CH2:15]1.